This data is from Catalyst prediction with 721,799 reactions and 888 catalyst types from USPTO. The task is: Predict which catalyst facilitates the given reaction. (1) Reactant: [Cl:1][C:2]1[CH:7]=[CH:6][C:5]([S:8][C:9]2[CH:14]=[CH:13][CH:12]=[CH:11][C:10]=2[CH:15]=[CH:16][C:17]([NH:19][CH2:20][CH2:21][CH2:22][CH:23]([OH:25])[CH3:24])=[O:18])=[CH:4][CH:3]=1. Product: [Cl:1][C:2]1[CH:3]=[CH:4][C:5]([S:8][C:9]2[CH:14]=[CH:13][CH:12]=[CH:11][C:10]=2[CH2:15][CH2:16][C:17]([NH:19][CH2:20][CH2:21][CH2:22][CH:23]([OH:25])[CH3:24])=[O:18])=[CH:6][CH:7]=1. The catalyst class is: 5. (2) Reactant: [Cl:1][C:2]1[N:3]=[C:4]([C:18]#[N:19])[NH:5][C:6]=1[C:7]1[CH:8]=[C:9]([CH:14]=[CH:15][C:16]=1[CH3:17])[C:10]([O:12]C)=[O:11].[Li+].[OH-]. Product: [Cl:1][C:2]1[N:3]=[C:4]([C:18]#[N:19])[NH:5][C:6]=1[C:7]1[CH:8]=[C:9]([CH:14]=[CH:15][C:16]=1[CH3:17])[C:10]([OH:12])=[O:11]. The catalyst class is: 24. (3) Reactant: Br[C:2]1[CH:3]=[C:4]([S:8][CH3:9])[CH:5]=[CH:6][CH:7]=1.[CH2:10]([N:17]1[CH2:22][CH2:21][C:20](=[O:23])[CH:19]([CH3:24])[CH2:18]1)[C:11]1[CH:16]=[CH:15][CH:14]=[CH:13][CH:12]=1. Product: [CH2:10]([N:17]1[CH2:22][CH2:21][C:20]([C:2]2[CH:7]=[CH:6][CH:5]=[C:4]([S:8][CH3:9])[CH:3]=2)([OH:23])[CH:19]([CH3:24])[CH2:18]1)[C:11]1[CH:12]=[CH:13][CH:14]=[CH:15][CH:16]=1. The catalyst class is: 1. (4) Reactant: [C:1]1([OH:11])[C:10]2[C:5](=[CH:6][CH:7]=[CH:8][CH:9]=2)[CH:4]=[CH:3][CH:2]=1.C(NC(C)C)(C)C.[Br:19]N1C(=O)CCC1=O. Product: [Br:19][C:2]1[CH:3]=[CH:4][C:5]2[C:10](=[CH:9][CH:8]=[CH:7][CH:6]=2)[C:1]=1[OH:11]. The catalyst class is: 4.